From a dataset of Forward reaction prediction with 1.9M reactions from USPTO patents (1976-2016). Predict the product of the given reaction. (1) Given the reactants [C:1]([O:5][C:6]([N:8]1[C@@H:20]([C:21]([OH:23])=O)[CH2:19][C:18]2[C:17]3[C:12](=[CH:13][CH:14]=[CH:15][CH:16]=3)[NH:11][C:10]=2[CH2:9]1)=[O:7])([CH3:4])([CH3:3])[CH3:2].[CH3:24][N:25](C(ON1N=NC2C=CC=NC1=2)=[N+](C)C)C.F[P-](F)(F)(F)(F)F.CCN(C(C)C)C(C)C.CN, predict the reaction product. The product is: [CH3:24][NH:25][C:21]([C@@H:20]1[N:8]([C:6]([O:5][C:1]([CH3:4])([CH3:3])[CH3:2])=[O:7])[CH2:9][C:10]2[NH:11][C:12]3[C:17]([C:18]=2[CH2:19]1)=[CH:16][CH:15]=[CH:14][CH:13]=3)=[O:23]. (2) Given the reactants [NH2:1][C@@H:2]1[CH2:7][CH2:6][CH2:5][N:4]([C:8]([C:10]2[CH:30]=[CH:29][C:13]3[N:14]([CH3:28])[C:15]([C:17]4[N:25]([CH2:26][CH3:27])[C:20]5=[N:21][CH:22]=[CH:23][CH:24]=[C:19]5[CH:18]=4)=[N:16][C:12]=3[CH:11]=2)=[O:9])[CH2:3]1.[ClH:31], predict the reaction product. The product is: [ClH:31].[NH2:1][C@@H:2]1[CH2:7][CH2:6][CH2:5][N:4]([C:8]([C:10]2[CH:30]=[CH:29][C:13]3[N:14]([CH3:28])[C:15]([C:17]4[N:25]([CH2:26][CH3:27])[C:20]5=[N:21][CH:22]=[CH:23][CH:24]=[C:19]5[CH:18]=4)=[N:16][C:12]=3[CH:11]=2)=[O:9])[CH2:3]1.